Dataset: NCI-60 drug combinations with 297,098 pairs across 59 cell lines. Task: Regression. Given two drug SMILES strings and cell line genomic features, predict the synergy score measuring deviation from expected non-interaction effect. (1) Drug 1: C1C(C(OC1N2C=NC3=C(N=C(N=C32)Cl)N)CO)O. Drug 2: C(CCl)NC(=O)N(CCCl)N=O. Cell line: COLO 205. Synergy scores: CSS=49.2, Synergy_ZIP=0.338, Synergy_Bliss=0.653, Synergy_Loewe=-25.1, Synergy_HSA=1.12. (2) Drug 1: C1=CN(C(=O)N=C1N)C2C(C(C(O2)CO)O)O.Cl. Drug 2: CC(C)CN1C=NC2=C1C3=CC=CC=C3N=C2N. Cell line: LOX IMVI. Synergy scores: CSS=26.3, Synergy_ZIP=-1.97, Synergy_Bliss=-5.42, Synergy_Loewe=-12.8, Synergy_HSA=-6.90. (3) Drug 1: CCN(CC)CCCC(C)NC1=C2C=C(C=CC2=NC3=C1C=CC(=C3)Cl)OC. Drug 2: COCCOC1=C(C=C2C(=C1)C(=NC=N2)NC3=CC=CC(=C3)C#C)OCCOC.Cl. Cell line: SNB-75. Synergy scores: CSS=8.46, Synergy_ZIP=-3.03, Synergy_Bliss=-1.50, Synergy_Loewe=-3.42, Synergy_HSA=-1.47. (4) Drug 1: CC1=C(C=C(C=C1)NC2=NC=CC(=N2)N(C)C3=CC4=NN(C(=C4C=C3)C)C)S(=O)(=O)N.Cl. Drug 2: CS(=O)(=O)C1=CC(=C(C=C1)C(=O)NC2=CC(=C(C=C2)Cl)C3=CC=CC=N3)Cl. Cell line: NCI-H460. Synergy scores: CSS=11.2, Synergy_ZIP=9.74, Synergy_Bliss=5.75, Synergy_Loewe=0.853, Synergy_HSA=2.68. (5) Drug 1: CCC1(C2=C(COC1=O)C(=O)N3CC4=CC5=C(C=CC(=C5CN(C)C)O)N=C4C3=C2)O.Cl. Drug 2: CC12CCC3C(C1CCC2OP(=O)(O)O)CCC4=C3C=CC(=C4)OC(=O)N(CCCl)CCCl.[Na+]. Cell line: CAKI-1. Synergy scores: CSS=23.6, Synergy_ZIP=-6.91, Synergy_Bliss=-9.49, Synergy_Loewe=-36.5, Synergy_HSA=-9.49. (6) Drug 1: CCC(=C(C1=CC=CC=C1)C2=CC=C(C=C2)OCCN(C)C)C3=CC=CC=C3.C(C(=O)O)C(CC(=O)O)(C(=O)O)O. Drug 2: CC1=C(C=C(C=C1)C(=O)NC2=CC(=CC(=C2)C(F)(F)F)N3C=C(N=C3)C)NC4=NC=CC(=N4)C5=CN=CC=C5. Cell line: SF-539. Synergy scores: CSS=-0.0355, Synergy_ZIP=-4.05, Synergy_Bliss=-8.50, Synergy_Loewe=-4.87, Synergy_HSA=-6.11. (7) Drug 1: C1=NC2=C(N1)C(=S)N=CN2. Drug 2: N.N.Cl[Pt+2]Cl. Cell line: SF-295. Synergy scores: CSS=42.1, Synergy_ZIP=-5.85, Synergy_Bliss=-4.60, Synergy_Loewe=-14.4, Synergy_HSA=-2.81. (8) Drug 1: C1=CC(=CC=C1C#N)C(C2=CC=C(C=C2)C#N)N3C=NC=N3. Drug 2: COCCOC1=C(C=C2C(=C1)C(=NC=N2)NC3=CC=CC(=C3)C#C)OCCOC.Cl. Cell line: MALME-3M. Synergy scores: CSS=2.22, Synergy_ZIP=1.19, Synergy_Bliss=5.29, Synergy_Loewe=3.55, Synergy_HSA=3.16.